Dataset: Full USPTO retrosynthesis dataset with 1.9M reactions from patents (1976-2016). Task: Predict the reactants needed to synthesize the given product. The reactants are: Br[CH2:2][CH2:3][O:4][CH3:5].[F:6][C:7]1[CH:8]=[CH:9][C:10]([N+:14]([O-:16])=[O:15])=[C:11]([OH:13])[CH:12]=1.C(=O)([O-])[O-].[K+].[K+]. Given the product [F:6][C:7]1[CH:8]=[CH:9][C:10]([N+:14]([O-:16])=[O:15])=[C:11]([O:13][CH2:2][CH2:3][O:4][CH3:5])[CH:12]=1, predict the reactants needed to synthesize it.